From a dataset of Peptide-MHC class II binding affinity with 134,281 pairs from IEDB. Regression. Given a peptide amino acid sequence and an MHC pseudo amino acid sequence, predict their binding affinity value. This is MHC class II binding data. (1) The peptide sequence is GWIISNIFGAIPVLA. The MHC is HLA-DPA10103-DPB10301 with pseudo-sequence HLA-DPA10103-DPB10301. The binding affinity (normalized) is 0.244. (2) The peptide sequence is NHVIQSVRRLYPKIF. The MHC is DRB1_0405 with pseudo-sequence DRB1_0405. The binding affinity (normalized) is 0.337. (3) The peptide sequence is GQWRGAAGTAAQAAV. The MHC is HLA-DPA10201-DPB10501 with pseudo-sequence HLA-DPA10201-DPB10501. The binding affinity (normalized) is 0.